This data is from Peptide-MHC class I binding affinity with 185,985 pairs from IEDB/IMGT. The task is: Regression. Given a peptide amino acid sequence and an MHC pseudo amino acid sequence, predict their binding affinity value. This is MHC class I binding data. (1) The peptide sequence is LEMNDAPTA. The MHC is HLA-A24:03 with pseudo-sequence HLA-A24:03. The binding affinity (normalized) is 0.0847. (2) The peptide sequence is VSDGGPNLY. The MHC is HLA-A80:01 with pseudo-sequence HLA-A80:01. The binding affinity (normalized) is 0.437. (3) The peptide sequence is RKAGVNQAK. The MHC is HLA-B73:01 with pseudo-sequence HLA-B73:01. The binding affinity (normalized) is 0.0847. (4) The peptide sequence is VLTGNLQTL. The MHC is HLA-B07:02 with pseudo-sequence HLA-B07:02. The binding affinity (normalized) is 0.0847. (5) The peptide sequence is LPRWPPPQL. The MHC is HLA-B40:01 with pseudo-sequence HLA-B40:01. The binding affinity (normalized) is 0.0847.